Dataset: Kir2.1 potassium channel HTS with 301,493 compounds. Task: Binary Classification. Given a drug SMILES string, predict its activity (active/inactive) in a high-throughput screening assay against a specified biological target. The compound is S(=O)(=O)(Nc1c(F)cc(F)cc1)c1c([nH]c(=O)[nH]c1=O)C. The result is 0 (inactive).